This data is from Full USPTO retrosynthesis dataset with 1.9M reactions from patents (1976-2016). The task is: Predict the reactants needed to synthesize the given product. (1) Given the product [Cl:1][C:2]1[CH:7]=[CH:6][C:5]([C:8]2([C:11]3[C:20]([OH:21])=[C:19]([C:22]([OH:24])=[O:23])[C:18]4[C:13](=[C:14]([CH2:30][CH3:31])[CH:15]=[CH:16][CH:17]=4)[N:12]=3)[CH2:9][CH2:10]2)=[CH:4][CH:3]=1, predict the reactants needed to synthesize it. The reactants are: [Cl:1][C:2]1[CH:7]=[CH:6][C:5]([C:8]2([C:11]3[C:20]([OH:21])=[C:19]([C:22]([OH:24])=[O:23])[C:18]4[C:13](=[C:14](OC(F)(F)F)[CH:15]=[CH:16][CH:17]=4)[N:12]=3)[CH2:10][CH2:9]2)=[CH:4][CH:3]=1.[C:30](OCC(C1(C2C=CC(Cl)=CC=2)CC1)=O)(=O)[CH3:31]. (2) The reactants are: [CH2:1]([CH:3]([C:6]1[C:7]2[N:8]([C:13]([C:17]3[S:18][C:19]([C:23]4[CH:28]=[CH:27][CH:26]=[C:25]([CH3:29])[N:24]=4)=[CH:20][C:21]=3[CH3:22])=[C:14]([CH3:16])[N:15]=2)[N:9]=[C:10]([CH3:12])[CH:11]=1)[CH2:4][CH3:5])[CH3:2].C([Cl:33])(C)=O. Given the product [ClH:33].[CH2:1]([CH:3]([C:6]1[C:7]2[N:8]([C:13]([C:17]3[S:18][C:19]([C:23]4[CH:28]=[CH:27][CH:26]=[C:25]([CH3:29])[N:24]=4)=[CH:20][C:21]=3[CH3:22])=[C:14]([CH3:16])[N:15]=2)[N:9]=[C:10]([CH3:12])[CH:11]=1)[CH2:4][CH3:5])[CH3:2], predict the reactants needed to synthesize it.